Task: Predict the reaction yield, written as a fraction of the theoretical maximum amount of product (1.0 means a 100% yield; for example, 0.34 means a 34% yield).. Dataset: Reaction yield outcomes from USPTO patents with 853,638 reactions The reactants are [Br:1][C:2]1[CH:7]=[CH:6][C:5]([CH2:8][CH2:9][CH2:10][C:11]([OH:13])=O)=[CH:4][CH:3]=1.[OH-].[Na+]. No catalyst specified. The product is [Br:1][C:2]1[CH:3]=[C:4]2[C:5]([CH2:8][CH2:9][CH2:10][C:11]2=[O:13])=[CH:6][CH:7]=1. The yield is 0.550.